Predict the reactants needed to synthesize the given product. From a dataset of Retrosynthesis with 50K atom-mapped reactions and 10 reaction types from USPTO. (1) Given the product CC1(C)OCC(COCCCN)O1, predict the reactants needed to synthesize it. The reactants are: CC1(C)OCC(COCCC#N)O1. (2) Given the product CC1CCC(C)N1c1ccc(C(=O)O)cc1[N+](=O)[O-], predict the reactants needed to synthesize it. The reactants are: CC1CCC(C)N1.O=C(O)c1ccc(F)c([N+](=O)[O-])c1. (3) Given the product COC(=O)CC(C)(CCCN1CCC(NC(=O)c2ccccc2-c2ccccc2)CC1)c1ccccc1, predict the reactants needed to synthesize it. The reactants are: COC(=O)CC(C)(CCCBr)c1ccccc1.O=C(NC1CCNCC1)c1ccccc1-c1ccccc1. (4) Given the product [N-]=[N+]=N[C@@H]1c2cccnc2[C@H](N)CC[C@H]1c1cccc(F)c1F, predict the reactants needed to synthesize it. The reactants are: [BH3-]C#N.[N-]=[N+]=N[C@@H]1c2cccnc2C(=O)CC[C@H]1c1cccc(F)c1F. (5) Given the product CCN(C(=O)CCl)C1CCCCC1, predict the reactants needed to synthesize it. The reactants are: CCNC1CCCCC1.O=C(Cl)CCl. (6) Given the product Cc1cc(C(=O)NN)cc(Cl)n1, predict the reactants needed to synthesize it. The reactants are: Cc1cc(C(=O)O)cc(Cl)n1.NN. (7) The reactants are: CCOC(=O)[C@H](Cc1ccccc1OC)Oc1ncnc2sc(CC)c(I)c12.Cc1c(B2OC(C)(C)C(C)(C)O2)ccc(O)c1Cl. Given the product CCOC(=O)[C@H](Cc1ccccc1OC)Oc1ncnc2sc(CC)c(-c3ccc(O)c(Cl)c3C)c12, predict the reactants needed to synthesize it. (8) The reactants are: CC(C)(C)OC(=O)Nc1ccc(C2CCNCC2)cc1.CN(C)CC(=O)Cl. Given the product CN(C)CC(=O)N1CCC(c2ccc(NC(=O)OC(C)(C)C)cc2)CC1, predict the reactants needed to synthesize it. (9) The reactants are: O=C([O-])C1=C(c2ccccc2)c2ccc(O)cc2C1=O.OCCN1CCOCC1. Given the product O=C([O-])C1=C(c2ccccc2)c2ccc(OCCN3CCOCC3)cc2C1=O, predict the reactants needed to synthesize it. (10) Given the product CN1CCC(NC(=O)[C@@H]2CC[C@H](NC(=O)c3ccc(-c4cccc(F)c4)nc3)C2)CC1, predict the reactants needed to synthesize it. The reactants are: CN1CCC(N)CC1.O=C(N[C@H]1CC[C@@H](C(=O)O)C1)c1ccc(-c2cccc(F)c2)nc1.